Dataset: Forward reaction prediction with 1.9M reactions from USPTO patents (1976-2016). Task: Predict the product of the given reaction. (1) Given the reactants [NH:1]1[C:9]2[C:4](=[CH:5][C:6]([NH:10][C:11](=[O:23])[C:12]3[CH:17]=[CH:16][C:15]([CH3:18])=[CH:14][C:13]=3[O:19][CH:20]([CH3:22])[CH3:21])=[CH:7][CH:8]=2)[CH2:3][CH2:2]1.Cl.Cl.[N:26]1[CH:31]=[CH:30][CH:29]=[CH:28][C:27]=1[CH2:32][C:33](O)=[O:34].O.ON1C2C=CC=CC=2N=N1.CN(C)CCCN=C=NCC, predict the reaction product. The product is: [CH:20]([O:19][C:13]1[CH:14]=[C:15]([CH3:18])[CH:16]=[CH:17][C:12]=1[C:11]([NH:10][C:6]1[CH:5]=[C:4]2[C:9](=[CH:8][CH:7]=1)[N:1]([C:33](=[O:34])[CH2:32][C:27]1[CH:28]=[CH:29][CH:30]=[CH:31][N:26]=1)[CH2:2][CH2:3]2)=[O:23])([CH3:21])[CH3:22]. (2) Given the reactants [CH:1]([C:3]1[CH:4]=[C:5](B(O)O)[CH:6]=[CH:7][C:8]=1[O:9][CH3:10])=[O:2].Cl.Cl[C:16]1[CH:21]=[CH:20][N:19]=[CH:18][CH:17]=1.C1(P(C2C=CC=CC=2)C2C=CC=CC=2)C=CC=CC=1.C([O-])([O-])=O.[K+].[K+].C(OC(=O)NC1CCC(NCC2C=C(C3C=NC=CC=3)C=CC=2OC)CC1)(C)(C)C, predict the reaction product. The product is: [CH3:10][O:9][C:8]1[CH:7]=[CH:6][C:5]([C:16]2[CH:21]=[CH:20][N:19]=[CH:18][CH:17]=2)=[CH:4][C:3]=1[CH:1]=[O:2]. (3) Given the reactants P(Cl)(Cl)(Cl)=O.[CH3:6][C:7]([CH3:15])([CH3:14])[CH2:8][N:9]1[CH:13]=[CH:12][CH:11]=[N:10]1.CN([CH:19]=[O:20])C, predict the reaction product. The product is: [CH3:6][C:7]([CH3:15])([CH3:14])[CH2:8][N:9]1[CH:13]=[C:12]([CH:19]=[O:20])[CH:11]=[N:10]1.